This data is from Full USPTO retrosynthesis dataset with 1.9M reactions from patents (1976-2016). The task is: Predict the reactants needed to synthesize the given product. (1) Given the product [CH3:17][O:18][CH2:19][CH2:20][CH2:21][N:6]1[C:5]2[CH:9]=[C:10]([N+:13]([O-:15])=[O:14])[CH:11]=[CH:12][C:4]=2[O:3][C:2]([CH3:16])([CH3:1])[C:7]1=[O:8], predict the reactants needed to synthesize it. The reactants are: [CH3:1][C:2]1([CH3:16])[C:7](=[O:8])[NH:6][C:5]2[CH:9]=[C:10]([N+:13]([O-:15])=[O:14])[CH:11]=[CH:12][C:4]=2[O:3]1.[CH3:17][O:18][CH2:19][CH2:20][CH2:21]OS(C1C=CC(C)=CC=1)(=O)=O.[H-].[Na+].O. (2) Given the product [F:24][C:25]([F:30])([F:29])[C:26]([OH:28])=[O:27].[NH2:1][C:2]1[C:10]2[C:9](=[O:11])[CH:8]=[CH:7][NH:6][C:5]=2[S:4][C:3]=1[C:21]([NH2:23])=[O:22], predict the reactants needed to synthesize it. The reactants are: [NH2:1][C:2]1[C:10]2[C:5](=[N:6][CH:7]=[CH:8][C:9]=2[O:11]CC2C=CC(OC)=CC=2)[S:4][C:3]=1[C:21]([NH2:23])=[O:22].[F:24][C:25]([F:30])([F:29])[C:26]([OH:28])=[O:27]. (3) Given the product [CH2:1]([N:8]1[CH:17]([C:18]2[CH:19]=[CH:20][C:21]([C:24]([F:27])([F:25])[F:26])=[CH:22][CH:23]=2)[C:16]2[N:15]=[CH:14][CH:13]=[CH:12][C:11]=2[CH:10]=[C:9]1[CH3:29])[C:2]1[CH:7]=[CH:6][CH:5]=[CH:4][CH:3]=1, predict the reactants needed to synthesize it. The reactants are: [CH2:1]([N:8]1[CH:17]([C:18]2[CH:23]=[CH:22][C:21]([C:24]([F:27])([F:26])[F:25])=[CH:20][CH:19]=2)[C:16]2[N:15]=[C:14](Br)[CH:13]=[CH:12][C:11]=2[CH2:10][CH:9]1[CH3:29])[C:2]1[CH:7]=[CH:6][CH:5]=[CH:4][CH:3]=1.[BH4-].[Na+]. (4) Given the product [O:13]1[CH:5]2[CH:4]1[CH2:3][CH2:2][O:1][C:7]1[CH:8]=[CH:9][CH:10]=[CH:11][C:6]=12, predict the reactants needed to synthesize it. The reactants are: [O:1]1[C:7]2[CH:8]=[CH:9][CH:10]=[CH:11][C:6]=2[CH:5]=[CH:4][CH2:3][CH2:2]1.C(=O)([O-])[OH:13].[Na+].OOS([O-])=O.[K+].